From a dataset of Peptide-MHC class II binding affinity with 134,281 pairs from IEDB. Regression. Given a peptide amino acid sequence and an MHC pseudo amino acid sequence, predict their binding affinity value. This is MHC class II binding data. The peptide sequence is PVGFFTALAVLIECH. The MHC is H-2-IAd with pseudo-sequence H-2-IAd. The binding affinity (normalized) is 0.358.